This data is from Catalyst prediction with 721,799 reactions and 888 catalyst types from USPTO. The task is: Predict which catalyst facilitates the given reaction. (1) Reactant: [O:1]=[C:2]1[NH:7][C:6]2[CH:8]=[C:9]([CH:12]=O)[CH:10]=[CH:11][C:5]=2[O:4][CH2:3]1.[NH2:14][CH2:15][C@@H:16]1[CH2:21][CH2:20][CH2:19][N:18]([CH2:22][CH:23]([C:25]2[C:34]3[C:29](=[CH:30][CH:31]=[C:32]([O:35][CH3:36])[CH:33]=3)[N:28]=[CH:27][CH:26]=2)[OH:24])[CH2:17]1.[BH4-].[Na+]. Product: [OH:24][CH:23]([C:25]1[C:34]2[C:29](=[CH:30][CH:31]=[C:32]([O:35][CH3:36])[CH:33]=2)[N:28]=[CH:27][CH:26]=1)[CH2:22][N:18]1[CH2:19][CH2:20][CH2:21][C@@H:16]([CH2:15][NH:14][CH2:12][C:9]2[CH:10]=[CH:11][C:5]3[O:4][CH2:3][C:2](=[O:1])[NH:7][C:6]=3[CH:8]=2)[CH2:17]1. The catalyst class is: 138. (2) Product: [CH2:1]([C@H:8]1[CH2:12][O:11][C:10]([CH3:14])([CH3:13])[N:9]1[C:15](=[O:35])[CH:16]([C:18]1[CH:22]=[CH:21][N:20]([C:23]2[CH:24]=[CH:25][C:26]([C:29]3[CH:30]=[CH:31][CH:32]=[CH:33][CH:34]=3)=[CH:27][CH:28]=2)[CH:19]=1)[OH:17])[C:2]1[CH:7]=[CH:6][CH:5]=[CH:4][CH:3]=1. Reactant: [CH2:1]([C@H:8]1[CH2:12][O:11][C:10]([CH3:14])([CH3:13])[N:9]1[C:15](=[O:35])[C:16]([C:18]1[CH:22]=[CH:21][N:20]([C:23]2[CH:28]=[CH:27][C:26]([C:29]3[CH:34]=[CH:33][CH:32]=[CH:31][CH:30]=3)=[CH:25][CH:24]=2)[CH:19]=1)=[O:17])[C:2]1[CH:7]=[CH:6][CH:5]=[CH:4][CH:3]=1.[BH4-].[Na+]. The catalyst class is: 513. (3) Reactant: C([O:5][C:6]([CH:8]1[CH:12]([C:13]2[CH:18]=[CH:17][CH:16]=[C:15]([Cl:19])[C:14]=2[F:20])[C:11]([C:23]2[CH:28]=[CH:27][C:26]([Cl:29])=[CH:25][C:24]=2[F:30])([C:21]#[N:22])[CH:10]([CH2:31][C:32]([CH3:37])([CH3:36])[CH:33]([CH3:35])[CH3:34])[NH:9]1)=[O:7])(C)(C)C.[F:38][C:39]([F:44])([F:43])[C:40]([OH:42])=[O:41]. Product: [F:38][C:39]([F:44])([F:43])[C:40]([OH:42])=[O:41].[Cl:19][C:15]1[C:14]([F:20])=[C:13]([CH:12]2[C:11]([C:23]3[CH:28]=[CH:27][C:26]([Cl:29])=[CH:25][C:24]=3[F:30])([C:21]#[N:22])[CH:10]([CH2:31][C:32]([CH3:36])([CH3:37])[CH:33]([CH3:34])[CH3:35])[NH:9][CH:8]2[C:6]([OH:7])=[O:5])[CH:18]=[CH:17][CH:16]=1. The catalyst class is: 4. (4) Reactant: [Si:1]([C:8]#[C:9][CH2:10][O:11][CH2:12][CH:13]1[CH2:18][CH2:17][C:16]([N:21]([CH3:23])[CH3:22])([C:19]#N)[CH2:15][CH2:14]1)([C:4]([CH3:7])([CH3:6])[CH3:5])([CH3:3])[CH3:2].C([Mg]Cl)[C:25]1[CH:30]=[CH:29][CH:28]=[CH:27][CH:26]=1.[Cl-].[NH4+].O. Product: [CH2:19]([C:16]1([N:21]([CH3:23])[CH3:22])[CH2:17][CH2:18][CH:13]([CH2:12][O:11][CH2:10][C:9]#[C:8][Si:1]([C:4]([CH3:7])([CH3:6])[CH3:5])([CH3:3])[CH3:2])[CH2:14][CH2:15]1)[C:25]1[CH:30]=[CH:29][CH:28]=[CH:27][CH:26]=1. The catalyst class is: 7. (5) Reactant: Cl[CH2:2][C:3]1[CH:4]=[C:5]([C:21]([NH:23][CH2:24][C:25]2[CH:30]=[CH:29][C:28]([S:31]([CH:34]([CH3:36])[CH3:35])(=[O:33])=[O:32])=[CH:27][CH:26]=2)=[O:22])[C:6](=[O:20])[N:7]([C:10]2[CH:15]=[CH:14][CH:13]=[C:12]([C:16]([F:19])([F:18])[F:17])[CH:11]=2)[C:8]=1[CH3:9].[CH3:37][S:38]([O-:40])=[O:39].[Na+]. Product: [CH:34]1([S:31]([C:28]2[CH:27]=[CH:26][C:25]([CH2:24][NH:23][C:21]([C:5]3[C:6](=[O:20])[N:7]([C:10]4[CH:15]=[CH:14][CH:13]=[C:12]([C:16]([F:17])([F:19])[F:18])[CH:11]=4)[C:8]([CH3:9])=[C:3]([CH2:2][S:38]([CH3:37])(=[O:40])=[O:39])[CH:4]=3)=[O:22])=[CH:30][CH:29]=2)(=[O:33])=[O:32])[CH2:35][CH2:36]1. The catalyst class is: 16. (6) Reactant: [F:1][C:2]([F:25])([CH2:17][CH2:18][C:19]1[CH:24]=[CH:23][CH:22]=[CH:21][CH:20]=1)[CH2:3][N:4]1[CH2:8][CH2:7][C@H:6]([S:9][C:10]2[CH:15]=[CH:14][C:13]([OH:16])=[CH:12][CH:11]=2)[CH2:5]1.[OH:26]OS([O-])=O.[K+]. Product: [F:25][C:2]([F:1])([CH2:17][CH2:18][C:19]1[CH:24]=[CH:23][CH:22]=[CH:21][CH:20]=1)[CH2:3][N:4]1[CH2:8][CH2:7][CH:6]([S:9]([C:10]2[CH:15]=[CH:14][C:13]([OH:16])=[CH:12][CH:11]=2)=[O:26])[CH2:5]1. The catalyst class is: 5. (7) Reactant: C[O:2][C:3](=O)[C:4]1[CH:9]=[CH:8][CH:7]=[CH:6][C:5]=1[C:10]([N:12]1[CH2:17][CH2:16][N:15]([C:18](=[O:27])[NH:19][C:20]2[CH:25]=[CH:24][C:23]([F:26])=[CH:22][CH:21]=2)[CH2:14][CH2:13]1)=[O:11].[H-].[H-].[H-].[H-].[Li+].[Al+3]. Product: [F:26][C:23]1[CH:24]=[CH:25][C:20]([NH:19][C:18]([N:15]2[CH2:14][CH2:13][N:12]([C:10](=[O:11])[C:5]3[CH:6]=[CH:7][CH:8]=[CH:9][C:4]=3[CH2:3][OH:2])[CH2:17][CH2:16]2)=[O:27])=[CH:21][CH:22]=1. The catalyst class is: 1. (8) The catalyst class is: 2. Reactant: [Br:1][C:2]1[CH:7]=[C:6]([CH2:8][C:9]2[CH:14]=[CH:13][C:12]([CH2:15][CH3:16])=[CH:11][CH:10]=2)[C:5]([Cl:17])=[CH:4][C:3]=1[O:18]C.B(Br)(Br)Br. Product: [Br:1][C:2]1[CH:7]=[C:6]([CH2:8][C:9]2[CH:14]=[CH:13][C:12]([CH2:15][CH3:16])=[CH:11][CH:10]=2)[C:5]([Cl:17])=[CH:4][C:3]=1[OH:18].